From a dataset of Full USPTO retrosynthesis dataset with 1.9M reactions from patents (1976-2016). Predict the reactants needed to synthesize the given product. (1) The reactants are: [CH2:1]([S:3]([C:6]1[CH:11]=[CH:10][C:9]([O:12]C)=[C:8]([F:14])[CH:7]=1)(=[O:5])=[O:4])[CH3:2].O. Given the product [CH2:1]([S:3]([C:6]1[CH:11]=[CH:10][C:9]([OH:12])=[C:8]([F:14])[CH:7]=1)(=[O:4])=[O:5])[CH3:2], predict the reactants needed to synthesize it. (2) Given the product [CH3:1][N:2]([C:4]1[CH:9]=[CH:8][C:7]([Si:10]([C:17]2[CH:22]=[CH:21][C:20]([N:23]([CH3:25])[CH3:24])=[CH:19][CH:18]=2)([CH2:13][CH2:14][CH2:15][N:32]2[CH2:37][CH2:36][CH2:35][CH2:34][CH2:33]2)[O:11][CH3:12])=[CH:6][CH:5]=1)[CH3:3], predict the reactants needed to synthesize it. The reactants are: [CH3:1][N:2]([C:4]1[CH:9]=[CH:8][C:7]([Si:10]([C:17]2[CH:22]=[CH:21][C:20]([N:23]([CH3:25])[CH3:24])=[CH:19][CH:18]=2)([CH2:13][CH2:14][CH2:15]Br)[O:11][CH3:12])=[CH:6][CH:5]=1)[CH3:3].C(=O)([O-])[O-].[K+].[K+].[NH:32]1[CH2:37][CH2:36][CH2:35][CH2:34][CH2:33]1. (3) Given the product [NH2:15][C:12]1[N:13]=[CH:14][C:9]([C:18]2[CH:55]=[CH:54][C:21]3=[N:22][CH:23]=[C:24]4[C:29]([N:28]([C:30]5[CH:35]=[CH:34][C:33]([N:36]6[CH2:37][CH2:38][N:39]([C:42]([O:44][C:45]([CH3:46])([CH3:47])[CH3:48])=[O:43])[CH2:40][CH2:41]6)=[C:32]([C:49]([F:51])([F:52])[F:50])[CH:31]=5)[C:27](=[O:53])[CH:26]=[CH:25]4)=[C:20]3[CH:19]=2)=[CH:10][CH:11]=1, predict the reactants needed to synthesize it. The reactants are: CC1(C)C(C)(C)OB([C:9]2[CH:10]=[CH:11][C:12]([NH2:15])=[N:13][CH:14]=2)O1.Br[C:18]1[CH:55]=[CH:54][C:21]2=[N:22][CH:23]=[C:24]3[C:29]([N:28]([C:30]4[CH:35]=[CH:34][C:33]([N:36]5[CH2:41][CH2:40][N:39]([C:42]([O:44][C:45]([CH3:48])([CH3:47])[CH3:46])=[O:43])[CH2:38][CH2:37]5)=[C:32]([C:49]([F:52])([F:51])[F:50])[CH:31]=4)[C:27](=[O:53])[CH:26]=[CH:25]3)=[C:20]2[CH:19]=1. (4) Given the product [C:69]([O:68][C:66]([NH:65][CH2:64][C@H:61]1[CH2:62][CH2:63][C@H:58]([C:56]([NH:55][C@H:54]([C:73]([O:75][CH3:76])=[O:74])[CH2:53][C:52]2[CH:77]=[CH:78][C:49]([C:2]3[CH:23]=[CH:22][C:5]([C:6]([NH:8][CH:9]4[CH2:14][CH2:13][N:12]([C:15]([O:17][C:18]([CH3:21])([CH3:20])[CH3:19])=[O:16])[CH2:11][CH2:10]4)=[O:7])=[CH:4][C:3]=3[CH3:24])=[CH:50][CH:51]=2)=[O:57])[CH2:59][CH2:60]1)=[O:67])([CH3:71])([CH3:72])[CH3:70], predict the reactants needed to synthesize it. The reactants are: Br[C:2]1[CH:23]=[CH:22][C:5]([C:6]([NH:8][CH:9]2[CH2:14][CH2:13][N:12]([C:15]([O:17][C:18]([CH3:21])([CH3:20])[CH3:19])=[O:16])[CH2:11][CH2:10]2)=[O:7])=[CH:4][C:3]=1[CH3:24].B1(B2OC(C)(C)C(C)(C)O2)OC(C)(C)C(C)(C)O1.C([O-])(=O)C.[K+].Br[C:49]1[CH:78]=[CH:77][C:52]([CH2:53][C@@H:54]([C:73]([O:75][CH3:76])=[O:74])[NH:55][C:56]([C@H:58]2[CH2:63][CH2:62][C@H:61]([CH2:64][NH:65][C:66]([O:68][C:69]([CH3:72])([CH3:71])[CH3:70])=[O:67])[CH2:60][CH2:59]2)=[O:57])=[CH:51][CH:50]=1.C(=O)([O-])[O-].[Na+].[Na+]. (5) Given the product [CH3:1][O:2][C:3]([C:5]1[CH:14]=[C:13]([O:15][CH3:16])[C:12]2[C:7](=[C:8]([N:69]3[CH2:70][CH2:71][N:66]([CH3:65])[CH2:67][CH2:68]3)[CH:9]=[C:10]([F:17])[CH:11]=2)[N:6]=1)=[O:4], predict the reactants needed to synthesize it. The reactants are: [CH3:1][O:2][C:3]([C:5]1[CH:14]=[C:13]([O:15][CH3:16])[C:12]2[C:7](=[C:8](Br)[CH:9]=[C:10]([F:17])[CH:11]=2)[N:6]=1)=[O:4].C1(P(C2C=CC=CC=2)C2C=CC3C(=CC=CC=3)C=2C2C3C(=CC=CC=3)C=CC=2P(C2C=CC=CC=2)C2C=CC=CC=2)C=CC=CC=1.[CH3:65][N:66]1[CH2:71][CH2:70][NH:69][CH2:68][CH2:67]1.C(=O)([O-])[O-].[Cs+].[Cs+]. (6) Given the product [Cl:13][C:14]1[CH:22]=[CH:21][CH:20]=[CH:19][C:15]=1[C:16]([NH:1][C:2]1[CH2:7][CH2:6][CH2:5][CH2:4][C:3]=1[C:8]([O:10][CH2:11][CH3:12])=[O:9])=[O:17], predict the reactants needed to synthesize it. The reactants are: [NH2:1][C:2]1[CH2:7][CH2:6][CH2:5][CH2:4][C:3]=1[C:8]([O:10][CH2:11][CH3:12])=[O:9].[Cl:13][C:14]1[CH:22]=[CH:21][CH:20]=[CH:19][C:15]=1[C:16](Cl)=[O:17]. (7) Given the product [CH2:29]([N:8]([CH2:1][C:2]1[CH:3]=[CH:4][CH:5]=[CH:6][CH:7]=1)[C:9]1[CH:14]=[CH:13][C:12]([F:15])=[C:11]([C:16]2[C:17]([C:22]3[CH:27]=[CH:26][N:25]=[CH:24][CH:23]=3)=[C:18]3[S:21][CH2:43][CH2:44][N:19]3[N:20]=2)[C:10]=1[F:28])[C:30]1[CH:35]=[CH:34][CH:33]=[CH:32][CH:31]=1, predict the reactants needed to synthesize it. The reactants are: [CH2:1]([N:8]([CH2:29][C:30]1[CH:35]=[CH:34][CH:33]=[CH:32][CH:31]=1)[C:9]1[C:10]([F:28])=[C:11]([C:16]2[C:17]([C:22]3[CH:27]=[CH:26][N:25]=[CH:24][CH:23]=3)=[C:18]([SH:21])[NH:19][N:20]=2)[C:12]([F:15])=[CH:13][CH:14]=1)[C:2]1[CH:7]=[CH:6][CH:5]=[CH:4][CH:3]=1.C(=O)([O-])[O-].[K+].[K+].Br[CH2:43][CH2:44]Br. (8) Given the product [CH3:1][C:2]1[NH:6][N:5]=[C:4]([C:7]2[CH:8]=[CH:9][N:10]=[CH:11][CH:12]=2)[C:3]=1[C:13]([OH:15])=[O:14], predict the reactants needed to synthesize it. The reactants are: [CH3:1][C:2]1[NH:6][N:5]=[C:4]([C:7]2[CH:12]=[CH:11][N:10]=[CH:9][CH:8]=2)[C:3]=1[C:13]([O:15]CC)=[O:14].[OH-].[Na+].O. (9) The reactants are: [O:1]=[C:2]1[C:10]2[C:5](=[CH:6][CH:7]=[CH:8][CH:9]=2)[C:4](=[O:11])[N:3]1[C@@H:12]([CH2:23][CH:24]=[CH2:25])[C:13]([O:15][CH2:16][C:17]1[CH:22]=[CH:21][CH:20]=[CH:19][CH:18]=1)=[O:14].CCCC[N+](CCCC)(CCCC)CCCC.[FH:43].F.[F-].[I:46]N1C(=O)CCC1=O. Given the product [O:11]=[C:4]1[C:5]2[C:10](=[CH:9][CH:8]=[CH:7][CH:6]=2)[C:2](=[O:1])[N:3]1[C@@H:12]([CH2:23][CH:24]([F:43])[CH2:25][I:46])[C:13]([O:15][CH2:16][C:17]1[CH:22]=[CH:21][CH:20]=[CH:19][CH:18]=1)=[O:14], predict the reactants needed to synthesize it. (10) Given the product [O:1]1[CH2:6][CH2:5][CH2:4][O:3][CH:2]1[C:7]1[C:8]2[N:9]([N:14]=[C:15]([C:17]([F:20])([F:19])[F:18])[CH:16]=2)[C:10]([CH:26]=[O:27])=[CH:11][CH:12]=1, predict the reactants needed to synthesize it. The reactants are: [O:1]1[CH2:6][CH2:5][CH2:4][O:3][CH:2]1[C:7]1[C:8]2[N:9]([N:14]=[C:15]([C:17]([F:20])([F:19])[F:18])[CH:16]=2)[C:10](I)=[CH:11][CH:12]=1.C([Li])CCC.[CH:26](OCC)=[O:27].[Cl-].[NH4+].